Dataset: Catalyst prediction with 721,799 reactions and 888 catalyst types from USPTO. Task: Predict which catalyst facilitates the given reaction. (1) Reactant: [F:1][C:2]([F:33])([F:32])[C:3]1[CH:27]=[C:26]([C:28]([F:31])([F:30])[F:29])[CH:25]=[CH:24][C:4]=1[CH2:5][O:6][C:7]1[CH:12]=[CH:11][C:10](/[CH:13]=[C:14]2/[C:15]([NH:20][CH3:21])=[N:16][C:17](=[O:19])[S:18]/2)=[CH:9][C:8]=1[O:22][CH3:23].C(=O)([O-])[O-].[K+].[K+].[CH2:40](Br)[CH3:41].O. Product: [F:33][C:2]([F:1])([F:32])[C:3]1[CH:27]=[C:26]([C:28]([F:30])([F:29])[F:31])[CH:25]=[CH:24][C:4]=1[CH2:5][O:6][C:7]1[CH:12]=[CH:11][C:10](/[CH:13]=[C:14]2/[C:15](=[N:20]\[CH3:21])/[N:16]([CH2:40][CH3:41])[C:17](=[O:19])[S:18]/2)=[CH:9][C:8]=1[O:22][CH3:23]. The catalyst class is: 9. (2) Reactant: C[O:2][C:3]1[CH:8]=[CH:7][C:6]([C:9]2[O:10][C:11]3[CH:17]=[CH:16][C:15]([C:18]([F:21])([F:20])[F:19])=[CH:14][C:12]=3[CH:13]=2)=[CH:5][CH:4]=1.Cl.N1C=CC=CC=1. Product: [F:21][C:18]([F:19])([F:20])[C:15]1[CH:16]=[CH:17][C:11]2[O:10][C:9]([C:6]3[CH:5]=[CH:4][C:3]([OH:2])=[CH:8][CH:7]=3)=[CH:13][C:12]=2[CH:14]=1. The catalyst class is: 6. (3) Reactant: [Cl:1][C:2]1[C:3]([O:18][C:19]2[CH:20]=[N:21][C:22](Cl)=[CH:23][C:24]=2[C:25]2[CH:26]=[N:27][NH:28][CH:29]=2)=[CH:4][C:5]([F:17])=[C:6]([S:8]([NH:11][C:12]2[N:13]=[CH:14][S:15][CH:16]=2)(=[O:10])=[O:9])[CH:7]=1.[F:31][C:32]1[CH:33]=[C:34](B(O)O)[CH:35]=[CH:36][CH:37]=1.C([O-])([O-])=O.[Na+].[Na+].O. Product: [Cl:1][C:2]1[C:3]([O:18][C:19]2[CH:20]=[N:21][C:22]([C:36]3[CH:35]=[CH:34][CH:33]=[C:32]([F:31])[CH:37]=3)=[CH:23][C:24]=2[C:25]2[CH:29]=[N:28][NH:27][CH:26]=2)=[CH:4][C:5]([F:17])=[C:6]([S:8]([NH:11][C:12]2[N:13]=[CH:14][S:15][CH:16]=2)(=[O:9])=[O:10])[CH:7]=1. The catalyst class is: 77. (4) Reactant: C(Cl)(=O)C(Cl)=O.CS(C)=O.[CH:11]([N:14]1[CH2:19][CH2:18][CH:17]([CH2:20][OH:21])[CH2:16][CH2:15]1)([CH3:13])[CH3:12].C(=O)([O-])O.[Na+]. Product: [CH:11]([N:14]1[CH2:19][CH2:18][CH:17]([CH:20]=[O:21])[CH2:16][CH2:15]1)([CH3:13])[CH3:12]. The catalyst class is: 884. (5) Reactant: Br[C:2]1[CH:10]=[C:9]2[C:5]([CH:6]=[N:7][NH:8]2)=[CH:4][CH:3]=1.[CH2:11]1[C:20]2[C:15](=[CH:16][CH:17]=[CH:18][CH:19]=2)[CH2:14][CH2:13][N:12]1[CH2:21][CH:22]([OH:40])[CH2:23][O:24][C:25]1[CH:30]=[CH:29][CH:28]=[C:27](B2OC(C)(C)C(C)(C)O2)[CH:26]=1.C([O-])([O-])=O.[K+].[K+].CC(=O)OCC. Product: [NH:8]1[C:9]2[C:5](=[CH:4][CH:3]=[C:2]([C:27]3[CH:26]=[C:25]([CH:30]=[CH:29][CH:28]=3)[O:24][CH2:23][CH:22]([OH:40])[CH2:21][N:12]3[CH2:13][CH2:14][C:15]4[C:20](=[CH:19][CH:18]=[CH:17][CH:16]=4)[CH2:11]3)[CH:10]=2)[CH:6]=[N:7]1. The catalyst class is: 117. (6) Reactant: [C:1]([SiH2:5][O:6][C:7]([CH3:14])([CH3:13])[C@H:8]1[CH2:12][CH2:11][CH2:10][NH:9]1)([CH3:4])([CH3:3])[CH3:2].[Br:15][C:16]1[CH:17]=[N:18][CH:19]=[C:20](Br)[CH:21]=1.C1C=CC(P(C2C(C3C(P(C4C=CC=CC=4)C4C=CC=CC=4)=CC=C4C=3C=CC=C4)=C3C(C=CC=C3)=CC=2)C2C=CC=CC=2)=CC=1.CC(C)([O-])C.[Na+]. Product: [Br:15][C:16]1[CH:17]=[N:18][CH:19]=[C:20]([N:9]2[CH2:10][CH2:11][CH2:12][C@@H:8]2[C:7]([CH3:14])([CH3:13])[O:6][SiH2:5][C:1]([CH3:4])([CH3:2])[CH3:3])[CH:21]=1. The catalyst class is: 110.